From a dataset of Full USPTO retrosynthesis dataset with 1.9M reactions from patents (1976-2016). Predict the reactants needed to synthesize the given product. Given the product [F:33][C:28]1[CH:27]=[C:26]([CH2:25][C@H:24]([NH:23][C:63](=[O:65])[CH2:62][C:56]2[C:55]3[C:59](=[CH:60][CH:61]=[C:53]([NH:52][S:49]([CH3:48])(=[O:50])=[O:51])[CH:54]=3)[NH:58][CH:57]=2)[C:34]2[C:39]([C:40]3[CH:45]=[CH:44][C:43]([O:46][CH3:47])=[CH:42][CH:41]=3)=[CH:38][CH:37]=[CH:36][N:35]=2)[CH:31]=[C:30]([F:32])[CH:29]=1, predict the reactants needed to synthesize it. The reactants are: C(OC1C=C2C(=CC=1OC)NC=C2CC([NH:23][C@H:24]([C:34]1[C:39]([C:40]2[CH:45]=[CH:44][C:43]([O:46][CH3:47])=[CH:42][CH:41]=2)=[CH:38][CH:37]=[CH:36][N:35]=1)[CH2:25][C:26]1[CH:31]=[C:30]([F:32])[CH:29]=[C:28]([F:33])[CH:27]=1)=O)C1C=CC=CC=1.[CH3:48][S:49]([NH:52][C:53]1[CH:54]=[C:55]2[C:59](=[CH:60][CH:61]=1)[NH:58][CH:57]=[C:56]2[CH2:62][C:63]([OH:65])=O)(=[O:51])=[O:50].